Task: Regression/Classification. Given a drug SMILES string, predict its absorption, distribution, metabolism, or excretion properties. Task type varies by dataset: regression for continuous measurements (e.g., permeability, clearance, half-life) or binary classification for categorical outcomes (e.g., BBB penetration, CYP inhibition). Dataset: cyp2d6_veith.. Dataset: CYP2D6 inhibition data for predicting drug metabolism from PubChem BioAssay The compound is O=C(Oc1ccccc1)N1CCC2(CC1)CN(c1ccccn1)C2. The result is 0 (non-inhibitor).